From a dataset of TCR-epitope binding with 47,182 pairs between 192 epitopes and 23,139 TCRs. Binary Classification. Given a T-cell receptor sequence (or CDR3 region) and an epitope sequence, predict whether binding occurs between them. (1) The epitope is IPRRNVATL. The TCR CDR3 sequence is CASSHGPGTEAFF. Result: 0 (the TCR does not bind to the epitope). (2) The epitope is TFYLTNDVSFL. The TCR CDR3 sequence is CASSLLGQYNSPLHF. Result: 0 (the TCR does not bind to the epitope). (3) The epitope is LEPLVDLPI. The TCR CDR3 sequence is CASSYFGGPYEQYF. Result: 1 (the TCR binds to the epitope).